This data is from Catalyst prediction with 721,799 reactions and 888 catalyst types from USPTO. The task is: Predict which catalyst facilitates the given reaction. (1) Reactant: [Cl:1][C:2]1[C:3]2[CH:11]=[CH:10][N:9]([C:12]3[CH:17]=[CH:16][C:15]([CH3:18])=[CH:14][C:13]=3[CH3:19])[C:4]=2[C:5](=[O:8])[NH:6][N:7]=1.CI.[C:22](=O)([O-])[O-].[K+].[K+].CN(C=O)C. Product: [Cl:1][C:2]1[C:3]2[CH:11]=[CH:10][N:9]([C:12]3[CH:17]=[CH:16][C:15]([CH3:18])=[CH:14][C:13]=3[CH3:19])[C:4]=2[C:5](=[O:8])[N:6]([CH3:22])[N:7]=1. The catalyst class is: 6. (2) Reactant: [N-:1]=[N+]=[N-].[Na+].[CH3:5][O:6][C:7]1[CH:8]=[C:9]2[C:14](=[CH:15][CH:16]=1)[C:13](=[O:17])[CH2:12][CH2:11][CH2:10]2.C(Cl)Cl.C([O-])([O-])=O.[K+].[K+]. Product: [CH3:5][O:6][C:7]1[CH:16]=[CH:15][C:14]2[NH:1][C:13](=[O:17])[CH2:12][CH2:11][CH2:10][C:9]=2[CH:8]=1. The catalyst class is: 33. (3) The catalyst class is: 49. Product: [OH:25][C:22]1([C:10]2[S:6][C:7]([NH:11][C:12](=[O:15])[O:13][CH3:14])=[N:8][CH:9]=2)[CH2:23][CH2:24][C:19]2([O:18][CH2:17][CH2:16][O:26]2)[CH2:20][CH2:21]1. Reactant: C([Li])CCC.[S:6]1[CH:10]=[CH:9][N:8]=[C:7]1[NH:11][C:12](=[O:15])[O:13][CH3:14].[CH2:16]1[O:26][C:19]2([CH2:24][CH2:23][C:22](=[O:25])[CH2:21][CH2:20]2)[O:18][CH2:17]1.O. (4) Reactant: [Cl:1][C:2]1[C:3]([O:12][C:13]2[CH:18]=[C:17]([O:19][CH:20]([CH3:22])[CH3:21])[CH:16]=[CH:15][C:14]=2[CH2:23][CH2:24][CH2:25][OH:26])=[N:4][CH:5]=[C:6]([C:8]([F:11])([F:10])[F:9])[CH:7]=1.O[C:28]1[CH:32]=[C:31]([CH2:33][CH2:34][C:35]([O:37]CC)=[O:36])[N:30]([CH:40]([CH3:42])[CH3:41])[N:29]=1.C(P(CCCC)CCCC)CCC.N(C(N1CCCCC1)=O)=NC(N1CCCCC1)=O.O1CCCC1CO.[OH-].[Na+].Cl. Product: [Cl:1][C:2]1[C:3]([O:12][C:13]2[CH:18]=[C:17]([O:19][CH:20]([CH3:21])[CH3:22])[CH:16]=[CH:15][C:14]=2[CH2:23][CH2:24][CH2:25][O:26][C:28]2[CH:32]=[C:31]([CH2:33][CH2:34][C:35]([OH:37])=[O:36])[N:30]([CH:40]([CH3:42])[CH3:41])[N:29]=2)=[N:4][CH:5]=[C:6]([C:8]([F:11])([F:10])[F:9])[CH:7]=1. The catalyst class is: 7. (5) Reactant: [Cr](Cl)([O-])(=O)=O.[NH+]1C=CC=CC=1.[I:12][C:13]1[CH:14]=[C:15]([CH:18]=[CH:19][CH:20]=1)[CH2:16][OH:17]. Product: [I:12][C:13]1[CH:14]=[C:15]([CH:18]=[CH:19][CH:20]=1)[CH:16]=[O:17]. The catalyst class is: 363.